From a dataset of Reaction yield outcomes from USPTO patents with 853,638 reactions. Predict the reaction yield, written as a fraction of the theoretical maximum amount of product (1.0 means a 100% yield; for example, 0.34 means a 34% yield). (1) The reactants are Cl[CH2:2][C:3]1[CH:13]=[CH:12][C:6]2[O:7][C:8]([F:11])([F:10])[O:9][C:5]=2[CH:4]=1.[C-:14]#[N:15].[Na+].O.CC(OC)(C)C. The catalyst is CS(C)=O. The product is [F:10][C:8]1([F:11])[O:7][C:6]2[CH:12]=[CH:13][C:3]([CH2:2][C:14]#[N:15])=[CH:4][C:5]=2[O:9]1. The yield is 0.950. (2) The catalyst is ClCCCl. The product is [CH:21]1[C:20]2[C:19](=[CH:6][CH:1]=[CH:2][CH:3]=2)[C:18]([CH2:24][CH:25]([S:29][C:30]2[CH:31]=[CH:32][CH:33]=[CH:34][CH:35]=2)[CH:26]=[O:28])=[CH:23][CH:22]=1. The yield is 0.880. The reactants are [C:1]1(C#CCO)[CH:6]=CC=[CH:3][CH:2]=1.C1(S)C=CC=CC=1.[C:18]1([CH2:24][CH:25]([S:29][C:30]2[CH:35]=[CH:34][CH:33]=[CH:32][CH:31]=2)[C:26](=[O:28])C)[CH:23]=[CH:22][CH:21]=[CH:20][CH:19]=1. (3) The reactants are [Cl:1][CH:2]([O:6][C:7]([NH:9][CH2:10][C:11]1([CH2:17][C:18]([OH:20])=[O:19])[CH2:16][CH2:15][CH2:14][CH2:13][CH2:12]1)=[O:8])[CH:3]([CH3:5])[CH3:4].C1(N=C=NC2CCCCC2)CCCCC1.[CH2:36](O)[C:37]1[CH:42]=[CH:41][CH:40]=[CH:39][CH:38]=1. The catalyst is ClCCl.CN(C)C1C=CN=CC=1. The product is [Cl:1][CH:2]([O:6][C:7]([NH:9][CH2:10][C:11]1([CH2:17][C:18]([O:20][CH2:36][C:37]2[CH:42]=[CH:41][CH:40]=[CH:39][CH:38]=2)=[O:19])[CH2:12][CH2:13][CH2:14][CH2:15][CH2:16]1)=[O:8])[CH:3]([CH3:4])[CH3:5]. The yield is 0.620. (4) The reactants are [OH:1][CH2:2][C@H:3]1[CH2:12][CH2:11][C:10]2[C:5](=[CH:6][CH:7]=[CH:8][CH:9]=2)[O:4]1.C(N(CC)CC)C.[CH3:20][S:21](Cl)(=[O:23])=[O:22].[Cl-].[NH4+]. The catalyst is O1CCCC1. The product is [CH3:20][S:21]([O:1][CH2:2][C@H:3]1[CH2:12][CH2:11][C:10]2[C:5](=[CH:6][CH:7]=[CH:8][CH:9]=2)[O:4]1)(=[O:23])=[O:22]. The yield is 0.950. (5) The reactants are Cl[C:2]1[CH:3]=[C:4]([NH:11][C:12]2[CH:17]=[CH:16][CH:15]=[C:14]([N:18]3[CH2:22][CH2:21][CH2:20][CH:19]3[CH3:23])[N:13]=2)[C:5]2[N:6]([CH:8]=[CH:9][N:10]=2)[N:7]=1.CC1(C)C(C)(C)OB([C:32]2[CH:41]=[C:40]3[C:35]([CH2:36][CH2:37][N:38]([C:42](=[O:44])[CH3:43])[CH2:39]3)=[CH:34][CH:33]=2)O1.CC(C1C=C(C(C)C)C(C2C=CC=CC=2P(C2CCCCC2)C2CCCCC2)=C(C(C)C)C=1)C.C([O-])([O-])=O.[Na+].[Na+]. The catalyst is O1CCOCC1.O.C1C=CC(/C=C/C(/C=C/C2C=CC=CC=2)=O)=CC=1.C1C=CC(/C=C/C(/C=C/C2C=CC=CC=2)=O)=CC=1.C1C=CC(/C=C/C(/C=C/C2C=CC=CC=2)=O)=CC=1.[Pd].[Pd]. The product is [CH3:23][CH:19]1[CH2:20][CH2:21][CH2:22][N:18]1[C:14]1[N:13]=[C:12]([NH:11][C:4]2[C:5]3[N:6]([CH:8]=[CH:9][N:10]=3)[N:7]=[C:2]([C:32]3[CH:41]=[C:40]4[C:35]([CH2:36][CH2:37][N:38]([C:42](=[O:44])[CH3:43])[CH2:39]4)=[CH:34][CH:33]=3)[CH:3]=2)[CH:17]=[CH:16][CH:15]=1. The yield is 0.160. (6) The reactants are [NH:1]1[C:6]2[CH:7]=[CH:8][CH:9]=[CH:10][C:5]=2[C:4](=O)[O:3]C1=O.[Br:13][C:14]1[C:15]([CH3:21])=[C:16]([CH:18]=[CH:19][CH:20]=1)[NH2:17]. No catalyst specified. The product is [NH2:1][C:6]1[CH:7]=[CH:8][CH:9]=[CH:10][C:5]=1[C:4]([NH:17][C:16]1[CH:18]=[CH:19][CH:20]=[C:14]([Br:13])[C:15]=1[CH3:21])=[O:3]. The yield is 0.240. (7) The reactants are Cl[C:2]1[N:7]=[C:6]([NH:8][C:9]([CH:11]2[CH2:13][CH2:12]2)=[O:10])[CH:5]=[N:4][C:3]=1[C:14]1[CH:19]=[CH:18][N:17]=[CH:16][CH:15]=1.C([Sn](CCCC)(CCCC)[C:25]1[O:29][C:28]([Si](C(C)C)(C(C)C)C(C)C)=[N:27][CH:26]=1)CCC. The catalyst is C1(C)C(C)=CC=CC=1.C1C=CC([P]([Pd]([P](C2C=CC=CC=2)(C2C=CC=CC=2)C2C=CC=CC=2)([P](C2C=CC=CC=2)(C2C=CC=CC=2)C2C=CC=CC=2)[P](C2C=CC=CC=2)(C2C=CC=CC=2)C2C=CC=CC=2)(C2C=CC=CC=2)C2C=CC=CC=2)=CC=1. The product is [O:29]1[C:25]([C:2]2[N:7]=[C:6]([NH:8][C:9]([CH:11]3[CH2:13][CH2:12]3)=[O:10])[CH:5]=[N:4][C:3]=2[C:14]2[CH:19]=[CH:18][N:17]=[CH:16][CH:15]=2)=[CH:26][N:27]=[CH:28]1. The yield is 0.350. (8) The product is [Cl:32][C:33]1[CH:38]=[CH:37][C:36]([S:39]([N:42]([CH2:43][C:44]2[CH:49]=[CH:48][C:47]([C:50]#[N:51])=[CH:46][CH:45]=2)[CH2:54][C:55]2[N:56]=[C:57]([CH3:60])[S:58][CH:59]=2)(=[O:40])=[O:41])=[CH:35][CH:34]=1. The yield is 0.770. No catalyst specified. The reactants are COC1C=C(C=CC=1)CN(CC1C=CC(C(OC)=O)=CC=1)S(C1C=CC(Cl)=CC=1)(=O)=O.[Cl:32][C:33]1[CH:38]=[CH:37][C:36]([S:39]([NH:42][CH2:43][C:44]2[CH:49]=[CH:48][C:47]([C:50]#[N:51])=[CH:46][CH:45]=2)(=[O:41])=[O:40])=[CH:35][CH:34]=1.Cl.Cl[CH2:54][C:55]1[N:56]=[C:57]([CH3:60])[S:58][CH:59]=1. (9) The reactants are Br[C:2]1[CH:3]=[CH:4][C:5]([CH3:16])=[C:6]([CH:15]=1)[O:7][CH:8]1[CH2:13][CH2:12][N:11]([CH3:14])[CH2:10][CH2:9]1.C(=[NH:30])(C1C=CC=CC=1)C1C=CC=CC=1.C1(C)C=CC=CC=1. The catalyst is C1COCC1.Cl.C1C=CC(/C=C/C(/C=C/C2C=CC=CC=2)=O)=CC=1.C1C=CC(/C=C/C(/C=C/C2C=CC=CC=2)=O)=CC=1.C1C=CC(/C=C/C(/C=C/C2C=CC=CC=2)=O)=CC=1.[Pd].[Pd].C1C=CC(P(C2C(C3C(P(C4C=CC=CC=4)C4C=CC=CC=4)=CC=C4C=3C=CC=C4)=C3C(C=CC=C3)=CC=2)C2C=CC=CC=2)=CC=1. The product is [CH3:16][C:5]1[CH:4]=[CH:3][C:2]([NH2:30])=[CH:15][C:6]=1[O:7][CH:8]1[CH2:13][CH2:12][N:11]([CH3:14])[CH2:10][CH2:9]1. The yield is 0.930.